Task: Predict the reaction yield, written as a fraction of the theoretical maximum amount of product (1.0 means a 100% yield; for example, 0.34 means a 34% yield).. Dataset: Reaction yield outcomes from USPTO patents with 853,638 reactions (1) The reactants are [CH3:1][O:2][C:3]1[C:13]2[C:12](=[O:14])[CH2:11][CH2:10][CH2:9][O:8][C:7]=2[CH:6]=[C:5]([O:15][CH3:16])[C:4]=1[O:17][CH3:18].O=[CH:20][C:21]1[CH:29]=[CH:28][C:25]([O:26][CH3:27])=[C:23]([OH:24])[CH:22]=1.C1(C)C=CC(S(O)(=O)=O)=CC=1. The catalyst is C1C=CC=CC=1. The product is [OH:24][C:23]1[CH:22]=[C:21]([CH:29]=[CH:28][C:25]=1[O:26][CH3:27])/[CH:20]=[C:11]1/[C:12](=[O:14])[C:13]2[C:3]([O:2][CH3:1])=[C:4]([O:17][CH3:18])[C:5]([O:15][CH3:16])=[CH:6][C:7]=2[O:8][CH2:9][CH2:10]/1. The yield is 0.160. (2) The reactants are Cl[C:2]1[N:3]=[C:4]([C:16]2[CH:21]=[C:20]([CH3:22])[CH:19]=[C:18]([CH3:23])[CH:17]=2)[C:5]([C:8]2[CH:13]=[C:12]([CH3:14])[CH:11]=[C:10]([CH3:15])[CH:9]=2)=[N:6][CH:7]=1.[CH3:24][C:25]1[CH:30]=[CH:29][CH:28]=[C:27]([CH3:31])[C:26]=1B(O)O.C(=O)([O-])[O-].[Na+].[Na+].O. The catalyst is Cl[Pd](Cl)([P](C1C=CC=CC=1)(C1C=CC=CC=1)C1C=CC=CC=1)[P](C1C=CC=CC=1)(C1C=CC=CC=1)C1C=CC=CC=1.C(#N)C. The product is [CH3:24][C:25]1[CH:30]=[CH:29][CH:28]=[C:27]([CH3:31])[C:26]=1[C:2]1[N:3]=[C:4]([C:16]2[CH:17]=[C:18]([CH3:23])[CH:19]=[C:20]([CH3:22])[CH:21]=2)[C:5]([C:8]2[CH:9]=[C:10]([CH3:15])[CH:11]=[C:12]([CH3:14])[CH:13]=2)=[N:6][CH:7]=1. The yield is 0.890. (3) The reactants are [C:1]1([S:7](Cl)(=[O:9])=[O:8])[CH:6]=[CH:5][CH:4]=[CH:3][CH:2]=1.[NH:11]1[C:19]2[C:14](=[CH:15][CH:16]=[CH:17][CH:18]=2)[CH2:13][CH2:12]1.CCN(CC)CC. The catalyst is CN(C1C=CN=CC=1)C.C(Cl)Cl. The product is [C:1]1([S:7]([N:11]2[C:19]3[C:14](=[CH:15][CH:16]=[CH:17][CH:18]=3)[CH2:13][CH2:12]2)(=[O:9])=[O:8])[CH:6]=[CH:5][CH:4]=[CH:3][CH:2]=1. The yield is 0.960. (4) The reactants are F[C:2]1[CH:12]=[CH:11][C:5]([C:6]([O:8][CH2:9][CH3:10])=[O:7])=[CH:4][C:3]=1[N+:13]([O-:15])=[O:14].C([O-])([O-])=O.[Cs+].[Cs+].[C:22]([O:31][CH3:32])(=[O:30])[C:23]1[C:24](=[CH:26][CH:27]=[CH:28][CH:29]=1)[OH:25]. The catalyst is CN(C=O)C.CCOC(C)=O. The product is [CH2:9]([O:8][C:6](=[O:7])[C:5]1[CH:11]=[CH:12][C:2]([O:25][C:24]2[CH:26]=[CH:27][CH:28]=[CH:29][C:23]=2[C:22]([O:31][CH3:32])=[O:30])=[C:3]([N+:13]([O-:15])=[O:14])[CH:4]=1)[CH3:10]. The yield is 0.910. (5) The reactants are C([Mg]Cl)(C)C.Br[C:7]1[CH:8]=[N:9][CH:10]=[C:11]([C:13]#[C:14][C:15]2[CH:20]=[CH:19][C:18]([F:21])=[CH:17][CH:16]=2)[CH:12]=1.[I:22]I.O. The catalyst is O1CCCC1.C(OCC)C. The product is [F:21][C:18]1[CH:19]=[CH:20][C:15]([C:14]#[C:13][C:11]2[CH:10]=[N:9][CH:8]=[C:7]([I:22])[CH:12]=2)=[CH:16][CH:17]=1. The yield is 0.530. (6) The reactants are [N+](C1C=CC=CC=1O)([O-])=O.[C:11]1([C:21]2[CH:26]=[CH:25][CH:24]=[CH:23][CH:22]=2)[CH:16]=[CH:15][C:14]([CH2:17][C:18]([OH:20])=O)=[CH:13][CH:12]=1.CC(C)N=C=NC(C)C.[CH3:36][N:37]1[CH2:42][CH2:41][CH:40]([NH:43][CH3:44])[CH2:39][CH2:38]1.[Cl:45]CC(Cl)C. The catalyst is CN(C=O)C. The product is [ClH:45].[C:11]1([C:21]2[CH:26]=[CH:25][CH:24]=[CH:23][CH:22]=2)[CH:12]=[CH:13][C:14]([CH2:17][C:18]([N:43]([CH3:44])[CH:40]2[CH2:41][CH2:42][N:37]([CH3:36])[CH2:38][CH2:39]2)=[O:20])=[CH:15][CH:16]=1. The yield is 0.420. (7) The catalyst is C(O)(=O)C.ClCCl. The yield is 0.460. The product is [Cl:9][C:10]1[C:15]([C:16]2[CH:21]=[CH:20][CH:19]=[C:18]([F:22])[CH:17]=2)=[CH:14][C:13]([OH:23])=[C:12]([I:1])[CH:11]=1. The reactants are [I:1]N1C(=O)CCC1=O.[Cl:9][C:10]1[C:15]([C:16]2[CH:21]=[CH:20][CH:19]=[C:18]([F:22])[CH:17]=2)=[CH:14][C:13]([OH:23])=[CH:12][CH:11]=1.S(=O)(=O)(O)O. (8) The reactants are Br[C:2]1[S:6][C:5]([C:7](=[O:9])[CH3:8])=[CH:4][C:3]=1[Cl:10].C(O[Na])(C)=O. The catalyst is CCO.[Pd]. The product is [Cl:10][C:3]1[CH:4]=[C:5]([C:7](=[O:9])[CH3:8])[S:6][CH:2]=1. The yield is 0.620. (9) The reactants are [BH4-].[Na+].[NH2:3][C:4]([NH:6][C:7]1[NH:8][C:9]2[C:14]([C:15]=1[C:16]([NH2:18])=[O:17])=[CH:13][CH:12]=[C:11]([C:19]1[CH:24]=[CH:23][CH:22]=[C:21]([CH:25]=[O:26])[CH:20]=1)[CH:10]=2)=[O:5]. The catalyst is CO.O1CCCC1. The product is [NH2:3][C:4]([NH:6][C:7]1[NH:8][C:9]2[C:14]([C:15]=1[C:16]([NH2:18])=[O:17])=[CH:13][CH:12]=[C:11]([C:19]1[CH:24]=[CH:23][CH:22]=[C:21]([CH2:25][OH:26])[CH:20]=1)[CH:10]=2)=[O:5]. The yield is 0.580.